From a dataset of Full USPTO retrosynthesis dataset with 1.9M reactions from patents (1976-2016). Predict the reactants needed to synthesize the given product. (1) Given the product [CH2:8]([O:10][C:11]1[CH:12]=[C:13]([CH2:22][C:23]([NH:49][C@H:36]([C:37]2[CH:42]=[CH:41][CH:40]=[CH:39][C:38]=2[N:43]2[CH2:44][CH2:45][CH2:46][CH2:47][CH2:48]2)[CH2:35][CH:34]([CH3:50])[CH3:33])=[O:25])[CH:14]=[CH:15][C:16]=1[C:17]([O:19][CH2:20][CH3:21])=[O:18])[CH3:9], predict the reactants needed to synthesize it. The reactants are: C(Cl)(=O)C(C)(C)C.[CH2:8]([O:10][C:11]1[CH:12]=[C:13]([CH2:22][C:23]([OH:25])=O)[CH:14]=[CH:15][C:16]=1[C:17]([O:19][CH2:20][CH3:21])=[O:18])[CH3:9].C(N(CC)CC)C.[CH3:33][CH:34]([CH3:50])[CH2:35][C@H:36]([NH2:49])[C:37]1[CH:42]=[CH:41][CH:40]=[CH:39][C:38]=1[N:43]1[CH2:48][CH2:47][CH2:46][CH2:45][CH2:44]1. (2) Given the product [Cl:34][CH2:33][CH2:32][CH2:31][CH2:30][O:29][C:23]1[CH:22]=[C:21]2[C:26]([C:17]([NH:50][C:37]3[C:38]4[O:42][CH2:41][O:40][C:39]=4[C:43]([C:45]#[C:46][CH2:47][O:48][CH3:49])=[CH:44][C:36]=3[Cl:35])=[N:18][CH:19]=[N:20]2)=[CH:25][C:24]=1[O:27][CH3:28], predict the reactants needed to synthesize it. The reactants are: C[Si]([N-][Si](C)(C)C)(C)C.[Na+].O1CCCC1.Cl[C:17]1[C:26]2[C:21](=[CH:22][C:23]([O:29][CH2:30][CH2:31][CH2:32][CH2:33][Cl:34])=[C:24]([O:27][CH3:28])[CH:25]=2)[N:20]=[CH:19][N:18]=1.[Cl:35][C:36]1[CH:44]=[C:43]([C:45]#[C:46][CH2:47][O:48][CH3:49])[C:39]2[O:40][CH2:41][O:42][C:38]=2[C:37]=1[NH2:50].[Cl-].[NH4+]. (3) Given the product [O:11]=[S:1]1(=[O:10])[N:5]2[CH2:6][CH2:7][N:8]([CH2:37][C:36]3[CH:39]=[C:32]([C:27]4[N:28]=[C:29]([CH3:31])[N:30]=[C:25]([N:24]([CH2:23][C:22]5[CH:59]=[CH:60][C:19]([O:18][CH3:17])=[CH:20][CH:21]=5)[CH2:50][C:51]5[CH:56]=[CH:55][C:54]([O:57][CH3:58])=[CH:53][CH:52]=5)[N:26]=4)[C:33]([NH:40][C:41]4[CH:42]=[N:43][C:44]([O:48][CH3:49])=[C:45]([F:47])[CH:46]=4)=[N:34][CH:35]=3)[CH2:9][CH:4]2[CH2:3][CH2:2]1, predict the reactants needed to synthesize it. The reactants are: [S:1]1(=[O:11])(=[O:10])[N:5]2[CH2:6][CH2:7][NH:8][CH2:9][CH:4]2[CH2:3][CH2:2]1.C1COCC1.[CH3:17][O:18][C:19]1[CH:60]=[CH:59][C:22]([CH2:23][N:24]([CH2:50][C:51]2[CH:56]=[CH:55][C:54]([O:57][CH3:58])=[CH:53][CH:52]=2)[C:25]2[N:30]=[C:29]([CH3:31])[N:28]=[C:27]([C:32]3[C:33]([NH:40][C:41]4[CH:42]=[N:43][C:44]([O:48][CH3:49])=[C:45]([F:47])[CH:46]=4)=[N:34][CH:35]=[C:36]([CH:39]=3)[CH:37]=O)[N:26]=2)=[CH:21][CH:20]=1.C([BH3-])#N.[Na+]. (4) Given the product [N:41]1([C:39]([O:38][C@:9]([C:3]2[CH:4]=[CH:5][C:6]([F:8])=[CH:7][C:2]=2[F:1])([CH2:32][N:33]2[CH:37]=[N:36][CH:35]=[N:34]2)[C@H:10]([S:12][C@@H:13]2[CH2:18][O:17][C@@H:16](/[CH:19]=[CH:20]/[CH:21]=[CH:22]/[C:23]3[CH:30]=[CH:29][C:26]([C:27]#[N:28])=[CH:25][C:24]=3[F:31])[O:15][CH2:14]2)[CH3:11])=[O:40])[CH:45]=[CH:44][N:43]=[CH:42]1, predict the reactants needed to synthesize it. The reactants are: [F:1][C:2]1[CH:7]=[C:6]([F:8])[CH:5]=[CH:4][C:3]=1[C@@:9]([OH:38])([CH2:32][N:33]1[CH:37]=[N:36][CH:35]=[N:34]1)[C@H:10]([S:12][C@@H:13]1[CH2:18][O:17][C@@H:16](/[CH:19]=[CH:20]/[CH:21]=[CH:22]/[C:23]2[CH:30]=[CH:29][C:26]([C:27]#[N:28])=[CH:25][C:24]=2[F:31])[O:15][CH2:14]1)[CH3:11].[C:39](N1C=CN=C1)([N:41]1[CH:45]=[CH:44][N:43]=[CH:42]1)=[O:40].P([O-])([O-])([O-])=O.